Dataset: Forward reaction prediction with 1.9M reactions from USPTO patents (1976-2016). Task: Predict the product of the given reaction. (1) Given the reactants [F:1][C:2]1[CH:9]=[C:8]([CH:10]=C)[CH:7]=[CH:6][C:3]=1[C:4]#[N:5].[BH4-].[Na+].C[OH:15], predict the reaction product. The product is: [F:1][C:2]1[CH:9]=[C:8]([CH2:10][OH:15])[CH:7]=[CH:6][C:3]=1[C:4]#[N:5]. (2) Given the reactants [F:1][C:2]1[CH:3]=[C:4]([C:26]2([F:39])[CH2:31][CH2:30][N:29](C(OC(C)(C)C)=O)[CH2:28][CH2:27]2)[CH:5]=[C:6]([F:25])[C:7]=1[O:8][CH:9]1[CH2:14][CH2:13][N:12]([CH2:15][C:16]2[O:20][N:19]=[C:18]([C:21]([F:24])([F:23])[F:22])[N:17]=2)[CH2:11][CH2:10]1.Cl, predict the reaction product. The product is: [F:1][C:2]1[CH:3]=[C:4]([C:26]2([F:39])[CH2:31][CH2:30][NH:29][CH2:28][CH2:27]2)[CH:5]=[C:6]([F:25])[C:7]=1[O:8][CH:9]1[CH2:14][CH2:13][N:12]([CH2:15][C:16]2[O:20][N:19]=[C:18]([C:21]([F:24])([F:22])[F:23])[N:17]=2)[CH2:11][CH2:10]1. (3) Given the reactants [CH:1]1[C:6](=[O:7])[C:5]([OH:8])=[CH:4][O:3][C:2]=1[CH2:9]O.S(Cl)([Cl:13])=O, predict the reaction product. The product is: [Cl:13][CH2:9][C:2]1[O:3][CH:4]=[C:5]([OH:8])[C:6](=[O:7])[CH:1]=1. (4) Given the reactants [CH3:1][C:2]1[CH:3]=[C:4]([CH:11](O)[CH2:12][C:13]([O:15][CH2:16][CH3:17])=[O:14])[CH:5]=[CH:6][C:7]=1[N+:8]([O-:10])=[O:9].C(N(CC)CC)C.CS(Cl)(=O)=O.C1CCN2C(=NCCC2)CC1, predict the reaction product. The product is: [CH3:1][C:2]1[CH:3]=[C:4]([CH:11]=[CH:12][C:13]([O:15][CH2:16][CH3:17])=[O:14])[CH:5]=[CH:6][C:7]=1[N+:8]([O-:10])=[O:9]. (5) Given the reactants Cl.[NH2:2][CH2:3][CH2:4][N:5]1[CH2:11][CH2:10][C:9]2[CH:12]=[CH:13][C:14]([C:16]3[N:20]=[C:19]([C:21]4[CH:22]=[CH:23][C:24]([O:29][CH:30]([CH3:32])[CH3:31])=[C:25]([CH:28]=4)[C:26]#[N:27])[O:18][N:17]=3)=[CH:15][C:8]=2[CH2:7][CH2:6]1.C(N(CC)CC)C.[N:40]([CH2:43][CH3:44])=[C:41]=[O:42].O, predict the reaction product. The product is: [C:26]([C:25]1[CH:28]=[C:21]([C:19]2[O:18][N:17]=[C:16]([C:14]3[CH:13]=[CH:12][C:9]4[CH2:10][CH2:11][N:5]([CH2:4][CH2:3][NH:2][C:41]([NH:40][CH2:43][CH3:44])=[O:42])[CH2:6][CH2:7][C:8]=4[CH:15]=3)[N:20]=2)[CH:22]=[CH:23][C:24]=1[O:29][CH:30]([CH3:32])[CH3:31])#[N:27]. (6) Given the reactants [CH3:1][N:2]([C:14]1[CH:19]=[CH:18][C:17]([N+:20]([O-])=O)=[CH:16][CH:15]=1)[C@H:3]1[CH2:7][CH2:6][N:5]([CH2:8][CH2:9][S:10]([CH3:13])(=[O:12])=[O:11])[CH2:4]1.[Cl-].[NH4+], predict the reaction product. The product is: [CH3:1][N:2]([C@H:3]1[CH2:7][CH2:6][N:5]([CH2:8][CH2:9][S:10]([CH3:13])(=[O:11])=[O:12])[CH2:4]1)[C:14]1[CH:15]=[CH:16][C:17]([NH2:20])=[CH:18][CH:19]=1. (7) Given the reactants [Br:1][C:2]1[CH:7]=[CH:6][C:5]([C:8]2[C:9](=[O:18])[NH:10][C:11]3([CH2:17][CH2:16][CH2:15][O:14][CH2:13]3)[N:12]=2)=[CH:4][CH:3]=1.[H-].[Na+].Br[CH2:22][C:23]([NH:25][C:26]1[CH:31]=[CH:30][CH:29]=[C:28]([C:32]([F:35])([F:34])[F:33])[CH:27]=1)=[O:24].O, predict the reaction product. The product is: [Br:1][C:2]1[CH:3]=[CH:4][C:5]([C:8]2[C:9](=[O:18])[N:10]([CH2:22][C:23]([NH:25][C:26]3[CH:31]=[CH:30][CH:29]=[C:28]([C:32]([F:33])([F:34])[F:35])[CH:27]=3)=[O:24])[C:11]3([CH2:17][CH2:16][CH2:15][O:14][CH2:13]3)[N:12]=2)=[CH:6][CH:7]=1.